Dataset: Peptide-MHC class II binding affinity with 134,281 pairs from IEDB. Task: Regression. Given a peptide amino acid sequence and an MHC pseudo amino acid sequence, predict their binding affinity value. This is MHC class II binding data. (1) The peptide sequence is ALTKAITAMSEVQKV. The MHC is DRB1_1602 with pseudo-sequence DRB1_1602. The binding affinity (normalized) is 0.451. (2) The peptide sequence is VALTLTSYLGLTQPF. The MHC is DRB3_0301 with pseudo-sequence DRB3_0301. The binding affinity (normalized) is 0.407. (3) The peptide sequence is AFILDGDNLGPKV. The MHC is DRB1_0401 with pseudo-sequence DRB1_0401. The binding affinity (normalized) is 0.642. (4) The peptide sequence is NRATWASHIHLVIHR. The MHC is HLA-DQA10102-DQB10501 with pseudo-sequence HLA-DQA10102-DQB10501. The binding affinity (normalized) is 0.692. (5) The MHC is DRB1_1501 with pseudo-sequence DRB1_1501. The binding affinity (normalized) is 0.388. The peptide sequence is GELQIVDKIDAQFKI. (6) The peptide sequence is GELQIVDKIDAAFPI. The MHC is DRB1_0404 with pseudo-sequence DRB1_0404. The binding affinity (normalized) is 0.583. (7) The MHC is DRB1_1001 with pseudo-sequence DRB1_1001. The peptide sequence is YDKFLANVSTVLTGM. The binding affinity (normalized) is 0.596. (8) The peptide sequence is GAATVAAGAATTAAG. The MHC is HLA-DQA10401-DQB10402 with pseudo-sequence HLA-DQA10401-DQB10402. The binding affinity (normalized) is 0.0921. (9) The peptide sequence is GYTPATPAAPAGAEP. The MHC is DRB1_0802 with pseudo-sequence DRB1_0802. The binding affinity (normalized) is 0. (10) The peptide sequence is SQDLNLSWNLNGLQAY. The MHC is DRB1_1302 with pseudo-sequence DRB1_1302. The binding affinity (normalized) is 0.536.